From a dataset of Full USPTO retrosynthesis dataset with 1.9M reactions from patents (1976-2016). Predict the reactants needed to synthesize the given product. (1) Given the product [Cl:1][OH:2].[CH2:41]([N:19]1[CH2:18][CH2:17][C@:15]23[C:16]4[C:3]5[O:2][C@H:14]2[C:13](=[O:20])[CH2:12][CH2:11][C@@:10]3([O:21][CH2:22][CH2:23][CH2:24][C:25]2[CH:26]=[CH:27][CH:28]=[CH:29][CH:30]=2)[C@H:9]1[CH2:8][C:7]=4[CH:6]=[CH:5][C:4]=5[O:31][CH3:32])[CH:40]=[CH2:39], predict the reactants needed to synthesize it. The reactants are: [ClH:1].[O:2]1[C@@H:14]2[C@@:15]34[CH2:17][CH2:18][NH:19][C@@H:9]([C@:10]3([O:21][CH2:22][CH2:23][CH2:24][C:25]3[CH:30]=[CH:29][CH:28]=[CH:27][CH:26]=3)[CH2:11][CH2:12][C:13]2=[O:20])[CH2:8][C:7]2=[C:16]4[C:3]1=[C:4]([O:31][CH3:32])[CH:5]=[CH:6]2.C(=O)([O-])[O-].[K+].[K+].[CH2:39](Br)[CH:40]=[CH2:41]. (2) Given the product [Cl-:31].[Br:1][C:2]1[CH:10]=[C:9]2[C:5]([C:6]3[CH2:15][CH2:14][N:13]([CH3:18])[CH2:12][C:7]=3[N:8]2[CH3:11])=[CH:4][CH:3]=1, predict the reactants needed to synthesize it. The reactants are: [Br:1][C:2]1[CH:10]=[C:9]2[C:5]([C:6]3[CH2:15][CH2:14][NH:13][CH2:12][C:7]=3[N:8]2[CH3:11])=[CH:4][CH:3]=1.[BH-](OC(C)=O)(OC(C)=O)O[C:18](C)=O.[Na+].C(Cl)[Cl:31]. (3) The reactants are: [Cl:1][C:2]1[CH:9]=[C:8]([O:10][C:11]2[CH:16]=[CH:15][C:14]([CH2:17][C:18]([C:20]3[CH:21]=[C:22]4[C:27](=[CH:28][CH:29]=3)[N:26]=[C:25]([O:30][CH:31]([CH3:33])[CH3:32])[CH:24]=[C:23]4[C:34]([F:37])([F:36])[F:35])=[O:19])=[C:13]([Cl:38])[CH:12]=2)[CH:7]=[CH:6][C:3]=1[C:4]#[N:5].[H-].[Na+].[CH3:41]I. Given the product [Cl:1][C:2]1[CH:9]=[C:8]([O:10][C:11]2[CH:16]=[CH:15][C:14]([CH:17]([CH3:41])[C:18]([C:20]3[CH:21]=[C:22]4[C:27](=[CH:28][CH:29]=3)[N:26]=[C:25]([O:30][CH:31]([CH3:33])[CH3:32])[CH:24]=[C:23]4[C:34]([F:35])([F:37])[F:36])=[O:19])=[C:13]([Cl:38])[CH:12]=2)[CH:7]=[CH:6][C:3]=1[C:4]#[N:5], predict the reactants needed to synthesize it. (4) The reactants are: [CH3:1][NH:2][CH2:3][CH2:4][CH2:5][NH2:6].[N+:7]([C:10]1[CH:15]=[CH:14][CH:13]=[CH:12][C:11]=1[S:16](Cl)(=[O:18])=[O:17])([O-:9])=[O:8].C(N(CC)CC)C.Cl. Given the product [NH2:6][CH2:5][CH2:4][CH2:3][N:2]([CH3:1])[S:16]([C:11]1[CH:12]=[CH:13][CH:14]=[CH:15][C:10]=1[N+:7]([O-:9])=[O:8])(=[O:17])=[O:18], predict the reactants needed to synthesize it. (5) Given the product [CH3:28][O:29][C:2]1[N:3]=[N:4][C:5]([CH3:27])=[C:6]([C:17]2[CH:26]=[CH:25][C:24]3[C:19](=[CH:20][CH:21]=[CH:22][CH:23]=3)[CH:18]=2)[C:7]=1[C:8]1[C:13]([F:14])=[CH:12][C:11]([F:15])=[CH:10][C:9]=1[F:16].[F:16][C:9]1[CH:10]=[C:11]([O:29][CH3:28])[CH:12]=[C:13]([F:14])[C:8]=1[C:7]1[C:6]([C:17]2[CH:26]=[CH:25][C:24]3[C:19](=[CH:20][CH:21]=[CH:22][CH:23]=3)[CH:18]=2)=[C:5]([CH3:27])[N:4]=[N:3][C:2]=1[O:32][CH3:31], predict the reactants needed to synthesize it. The reactants are: Cl[C:2]1[N:3]=[N:4][C:5]([CH3:27])=[C:6]([C:17]2[CH:26]=[CH:25][C:24]3[C:19](=[CH:20][CH:21]=[CH:22][CH:23]=3)[CH:18]=2)[C:7]=1[C:8]1[C:13]([F:14])=[CH:12][C:11]([F:15])=[CH:10][C:9]=1[F:16].[CH3:28][O-:29].[Na+].[CH3:31][OH:32]. (6) Given the product [CH:1]1([CH:7]2[CH2:19][C:18]3[C:17]4[C:12](=[CH:13][CH:14]=[C:15]([C:20]([N:22]5[CH2:27][CH2:26][CH:25]([CH3:28])[CH2:24][CH2:23]5)=[O:21])[CH:16]=4)[N:11]([S:32]([CH3:31])(=[O:34])=[O:33])[C:10]=3[CH2:9][CH2:8]2)[CH2:2][CH2:3][CH2:4][CH2:5][CH2:6]1, predict the reactants needed to synthesize it. The reactants are: [CH:1]1([CH:7]2[CH2:19][C:18]3[C:17]4[C:12](=[CH:13][CH:14]=[C:15]([C:20]([N:22]5[CH2:27][CH2:26][CH:25]([CH3:28])[CH2:24][CH2:23]5)=[O:21])[CH:16]=4)[NH:11][C:10]=3[CH2:9][CH2:8]2)[CH2:6][CH2:5][CH2:4][CH2:3][CH2:2]1.[H-].[Na+].[CH3:31][S:32](Cl)(=[O:34])=[O:33].